From a dataset of Reaction yield outcomes from USPTO patents with 853,638 reactions. Predict the reaction yield, written as a fraction of the theoretical maximum amount of product (1.0 means a 100% yield; for example, 0.34 means a 34% yield). The reactants are [CH2:1]([S:3]([N:6]1[CH2:11][CH2:10][CH:9]([C:12]2[C:20]3[C:15](=[C:16]([C:29]([NH2:31])=[O:30])[CH:17]=[C:18]([C:21]4[CH:26]=[CH:25][C:24]([CH:27]=O)=[CH:23][CH:22]=4)[CH:19]=3)[NH:14][CH:13]=2)[CH2:8][CH2:7]1)(=[O:5])=[O:4])[CH3:2].[CH3:32][CH2:33][CH:34]([NH2:37])[CH2:35][CH3:36].C(O[BH-](OC(=O)C)OC(=O)C)(=O)C.[Na+]. The catalyst is CS(C)=O.C(O)(=O)C. The product is [CH2:33]([CH:34]([NH:37][CH2:27][C:24]1[CH:23]=[CH:22][C:21]([C:18]2[CH:19]=[C:20]3[C:15](=[C:16]([C:29]([NH2:31])=[O:30])[CH:17]=2)[NH:14][CH:13]=[C:12]3[CH:9]2[CH2:10][CH2:11][N:6]([S:3]([CH2:1][CH3:2])(=[O:4])=[O:5])[CH2:7][CH2:8]2)=[CH:26][CH:25]=1)[CH2:35][CH3:36])[CH3:32]. The yield is 0.740.